Predict the reactants needed to synthesize the given product. From a dataset of Full USPTO retrosynthesis dataset with 1.9M reactions from patents (1976-2016). (1) Given the product [CH3:18][O:19][C:20]1[CH:21]=[C:22]([CH:26]=[CH:27][C:28]=1[O:29][CH3:30])[C:23]([NH:1][C:2]1[CH:11]=[CH:10][CH:9]=[CH:8][C:3]=1[C:4]([O:6][CH3:7])=[O:5])=[O:24], predict the reactants needed to synthesize it. The reactants are: [NH2:1][C:2]1[CH:11]=[CH:10][CH:9]=[CH:8][C:3]=1[C:4]([O:6][CH3:7])=[O:5].N1C=CC=CC=1.[CH3:18][O:19][C:20]1[CH:21]=[C:22]([CH:26]=[CH:27][C:28]=1[O:29][CH3:30])[C:23](Cl)=[O:24]. (2) Given the product [OH:7][C:1]([C:3]([F:6])([F:5])[F:4])=[O:2].[CH2:8]([O:15][N:16]1[C:22](=[O:23])[N:21]2[CH2:24][C@H:17]1[CH2:18][CH2:19][C@H:20]2[C:25]([NH:27][NH2:28])=[O:26])[C:9]1[CH:14]=[CH:13][CH:12]=[CH:11][CH:10]=1, predict the reactants needed to synthesize it. The reactants are: [C:1]([OH:7])([C:3]([F:6])([F:5])[F:4])=[O:2].[CH2:8]([O:15][N:16]1[C:22](=[O:23])[N:21]2[CH2:24][C@H:17]1[CH2:18][CH2:19][C@H:20]2[C:25]([NH:27][NH:28]C(OC(C)(C)C)=O)=[O:26])[C:9]1[CH:14]=[CH:13][CH:12]=[CH:11][CH:10]=1. (3) Given the product [Cl:34][C:30]1[CH:29]=[C:28]([CH:33]=[CH:32][CH:31]=1)[C:26]([C:25]1[CH:8]([C:7]2[CH:10]=[CH:11][C:4]([CH:1]([CH3:3])[CH3:2])=[CH:5][CH:6]=2)[N:12]([C:13]2[N:14]=[N:15][C:16]([CH3:19])=[CH:17][CH:18]=2)[C:23](=[O:22])[C:24]=1[OH:35])=[O:27], predict the reactants needed to synthesize it. The reactants are: [CH:1]([C:4]1[CH:11]=[CH:10][C:7]([CH:8]=O)=[CH:6][CH:5]=1)([CH3:3])[CH3:2].[NH2:12][C:13]1[N:14]=[N:15][C:16]([CH3:19])=[CH:17][CH:18]=1.C([O:22][C:23](=O)[C:24]([OH:35])=[CH:25][C:26]([C:28]1[CH:33]=[CH:32][CH:31]=[C:30]([Cl:34])[CH:29]=1)=[O:27])C. (4) The reactants are: [Cl:1][C:2]1[C:3]([F:42])=[C:4]([C@@H:8]2[C@:12]([C:15]3[CH:20]=[CH:19][C:18]([Cl:21])=[CH:17][C:16]=3[F:22])([C:13]#[N:14])[C@H:11]([CH2:23][C:24]([CH3:27])([CH3:26])[CH3:25])[NH:10][C@H:9]2[C:28]([NH:30][C:31]2[CH:39]=[CH:38][C:34]([C:35]([OH:37])=[O:36])=[CH:33][C:32]=2[O:40][CH3:41])=[O:29])[CH:5]=[CH:6][CH:7]=1.C(=O)([O-])[O-].[Cs+].[Cs+].Cl[CH:50]([O:52][C:53]([NH:55][CH2:56][C:57]([O:59][CH2:60][C:61]1[CH:66]=[CH:65][CH:64]=[CH:63][CH:62]=1)=[O:58])=[O:54])[CH3:51]. Given the product [Cl:1][C:2]1[C:3]([F:42])=[C:4]([C@@H:8]2[C@:12]([C:15]3[CH:20]=[CH:19][C:18]([Cl:21])=[CH:17][C:16]=3[F:22])([C:13]#[N:14])[C@H:11]([CH2:23][C:24]([CH3:26])([CH3:27])[CH3:25])[NH:10][C@H:9]2[C:28]([NH:30][C:31]2[CH:39]=[CH:38][C:34]([C:35]([O:37][CH:50]([O:52][C:53](=[O:54])[NH:55][CH2:56][C:57]([O:59][CH2:60][C:61]3[CH:62]=[CH:63][CH:64]=[CH:65][CH:66]=3)=[O:58])[CH3:51])=[O:36])=[CH:33][C:32]=2[O:40][CH3:41])=[O:29])[CH:5]=[CH:6][CH:7]=1, predict the reactants needed to synthesize it.